From a dataset of Forward reaction prediction with 1.9M reactions from USPTO patents (1976-2016). Predict the product of the given reaction. (1) Given the reactants NOS(O)(=O)=O.C(OC(=O)[NH:13][CH2:14][CH2:15][C:16](=[S:23])[N:17]=[C:18]([N:20](C)C)[CH3:19])(C)(C)C.N1C=CC=CC=1.Cl, predict the reaction product. The product is: [CH3:19][C:18]1[N:17]=[C:16]([CH2:15][CH2:14][NH2:13])[S:23][N:20]=1. (2) Given the reactants [Br:1][C:2]1[C:3]([CH3:9])=[C:4]([CH:6]=[CH:7][CH:8]=1)[NH2:5].N([O-])=O.[Na+].O.O.Cl[Sn]Cl.CC[N:21](CC)CC.[C:26](Cl)(=[O:30])[CH:27]([CH3:29])[CH3:28], predict the reaction product. The product is: [Br:1][C:2]1[C:3]([CH3:9])=[C:4]([NH:5][NH:21][C:26](=[O:30])[CH:27]([CH3:29])[CH3:28])[CH:6]=[CH:7][CH:8]=1. (3) The product is: [N:41]1([C:39]([O:38][C@H:35]2[CH2:34][CH2:33][C@H:32]([NH:31][C:24]([O:26][C:27]([CH3:30])([CH3:29])[CH3:28])=[O:25])[CH2:37][CH2:36]2)=[O:40])[CH:45]=[CH:44][N:43]=[CH:42]1. Given the reactants C(OC(OC(C)(C)C)=O)(OC(C)(C)C)=O.N[C@H]1CC[C@H](O)CC1.[C:24]([NH:31][C@H:32]1[CH2:37][CH2:36][C@H:35]([OH:38])[CH2:34][CH2:33]1)([O:26][C:27]([CH3:30])([CH3:29])[CH3:28])=[O:25].[C:39](N1C=CN=C1)([N:41]1[CH:45]=[CH:44][N:43]=[CH:42]1)=[O:40], predict the reaction product. (4) The product is: [Cl:16][C:11]1[CH:10]=[C:9]([CH:4]([S:17][CH2:23][CH2:22][C:24](=[O:25])[CH3:26])[C:5]([O:7][CH3:8])=[O:6])[CH:14]=[CH:13][C:12]=1[Cl:15]. Given the reactants C([CH:4]([C:9]1[CH:14]=[CH:13][C:12]([Cl:15])=[C:11]([Cl:16])[CH:10]=1)[C:5]([O:7][CH3:8])=[O:6])(=S)C.[S:17](=O)(=O)(O)O.[CH:22]([C:24]([CH3:26])=[O:25])=[CH2:23].C(N(CC)CC)C, predict the reaction product. (5) Given the reactants C([O:3][C:4](=[O:35])[CH2:5][C:6]1[CH:11]=[CH:10][C:9]([O:12][CH3:13])=[C:8]([O:14][C:15]2[CH:20]=[CH:19][C:18]([NH:21][C:22](=[O:27])[C:23]([CH3:26])([CH3:25])[CH3:24])=[CH:17][C:16]=2[CH2:28][N:29]2[CH2:33][CH2:32][O:31][C:30]2=[O:34])[CH:7]=1)C.[Li+].[OH-], predict the reaction product. The product is: [CH3:24][C:23]([CH3:26])([CH3:25])[C:22]([NH:21][C:18]1[CH:19]=[CH:20][C:15]([O:14][C:8]2[CH:7]=[C:6]([CH2:5][C:4]([OH:35])=[O:3])[CH:11]=[CH:10][C:9]=2[O:12][CH3:13])=[C:16]([CH2:28][N:29]2[CH2:33][CH2:32][O:31][C:30]2=[O:34])[CH:17]=1)=[O:27]. (6) Given the reactants C([O:8][C:9]1[C:14]2[N:15]([CH3:18])[CH:16]=[N:17][C:13]=2[CH:12]=[C:11]([C:19]2[CH:24]=[CH:23][C:22]([O:25][CH3:26])=[C:21]([O:27][CH3:28])[CH:20]=2)[CH:10]=1)C1C=CC=CC=1, predict the reaction product. The product is: [CH3:28][O:27][C:21]1[CH:20]=[C:19]([C:11]2[CH:10]=[C:9]([OH:8])[C:14]3[N:15]([CH3:18])[CH:16]=[N:17][C:13]=3[CH:12]=2)[CH:24]=[CH:23][C:22]=1[O:25][CH3:26]. (7) Given the reactants FC(F)(F)C(O)=O.CC(OC([N:15]1[CH2:20][CH2:19][CH:18]([O:21][C:22]2[CH:27]=[CH:26][C:25]([C:28]3(O)[CH2:33][CH2:32][N:31]([C:34]([O:36][CH2:37][C:38]4[CH:43]=[CH:42][CH:41]=[CH:40][CH:39]=4)=[O:35])[CH2:30][CH2:29]3)=[CH:24][CH:23]=2)[CH2:17][CH2:16]1)=O)(C)C, predict the reaction product. The product is: [NH:15]1[CH2:20][CH2:19][CH:18]([O:21][C:22]2[CH:23]=[CH:24][C:25]([C:28]3[CH2:33][CH2:32][N:31]([C:34]([O:36][CH2:37][C:38]4[CH:39]=[CH:40][CH:41]=[CH:42][CH:43]=4)=[O:35])[CH2:30][CH:29]=3)=[CH:26][CH:27]=2)[CH2:17][CH2:16]1. (8) Given the reactants [CH2:1]([O:8][CH2:9][CH:10]=O)[C:2]1[CH:7]=[CH:6][CH:5]=[CH:4][CH:3]=1.[CH3:12][O:13][C:14](=[O:31])[C:15]1[C:16](=[C:21]([NH:25]CCCCC)[CH:22]=[CH:23][CH:24]=1)[C:17]([O:19][CH3:20])=[O:18], predict the reaction product. The product is: [CH3:12][O:13][C:14](=[O:31])[C:15]1[C:16](=[C:21]([NH:25][CH2:10][CH2:9][O:8][CH2:1][C:2]2[CH:3]=[CH:4][CH:5]=[CH:6][CH:7]=2)[CH:22]=[CH:23][CH:24]=1)[C:17]([O:19][CH3:20])=[O:18]. (9) The product is: [C:1]1([OH:7])[CH:6]=[CH:5][CH:4]=[CH:3][CH:2]=1.[CH:15]1[C:13]([OH:14])=[CH:12][CH:6]=[CH:1][C:2]=1[CH3:3].[Na+:10].[Cl-:8]. Given the reactants [C:1]1([OH:7])[CH:6]=[CH:5][CH:4]=[CH:3][CH:2]=1.[ClH:8].[OH-].[Na+:10].O[CH2:12][CH:13]([CH2:15]O)[OH:14], predict the reaction product.